The task is: Predict which catalyst facilitates the given reaction.. This data is from Catalyst prediction with 721,799 reactions and 888 catalyst types from USPTO. (1) Reactant: Br[C:2]1[CH:17]=[CH:16][C:5]2[O:6][CH2:7][CH2:8][C:9]([C:12]([O:14][CH3:15])=[O:13])=[C:10]([CH3:11])[C:4]=2[CH:3]=1.[CH3:18][O:19][C:20]1[CH:25]=[CH:24][C:23]([C:26]2[N:27]=[CH:28][NH:29][CH:30]=2)=[CH:22][CH:21]=1.C(=O)([O-])[O-].[K+].[K+].CC(C)(C(=O)CC(=O)C(C)(C)C)C. Product: [CH3:18][O:19][C:20]1[CH:25]=[CH:24][C:23]([C:26]2[N:27]=[CH:28][N:29]([C:2]3[CH:17]=[CH:16][C:5]4[O:6][CH2:7][CH2:8][C:9]([C:12]([O:14][CH3:15])=[O:13])=[C:10]([CH3:11])[C:4]=4[CH:3]=3)[CH:30]=2)=[CH:22][CH:21]=1. The catalyst class is: 471. (2) The catalyst class is: 36. Reactant: [CH:1]([C:4]1[CH:5]=[C:6]2[S:12][C:11]([NH:13][CH2:14][C:15]3[CH:20]=[CH:19][C:18]([O:21][CH3:22])=[CH:17][CH:16]=3)=[C:10]([C:23]([O:25]CC)=[O:24])[C:7]2=[N:8][CH:9]=1)([CH3:3])[CH3:2].O.[Li+].[OH-].Cl. Product: [CH:1]([C:4]1[CH:5]=[C:6]2[S:12][C:11]([NH:13][CH2:14][C:15]3[CH:20]=[CH:19][C:18]([O:21][CH3:22])=[CH:17][CH:16]=3)=[C:10]([C:23]([OH:25])=[O:24])[C:7]2=[N:8][CH:9]=1)([CH3:3])[CH3:2]. (3) Reactant: [CH2:1]([N:8]1[C:16]2[C:11](=[CH:12][CH:13]=[C:14]([OH:17])[CH:15]=2)[C:10]([C:18]([NH:20][CH2:21][C:22]2[CH:27]=[CH:26][C:25]([F:28])=[C:24]([F:29])[CH:23]=2)=[O:19])=[C:9]1[CH:30]([CH3:32])[CH3:31])[C:2]1[CH:7]=[CH:6][CH:5]=[CH:4][CH:3]=1.C([O-])([O-])=O.[K+].[K+].I[CH2:40][CH2:41][CH2:42][CH2:43][CH2:44][CH3:45]. Product: [CH2:1]([N:8]1[C:16]2[C:11](=[CH:12][CH:13]=[C:14]([O:17][CH2:40][CH2:41][CH2:42][CH2:43][CH2:44][CH3:45])[CH:15]=2)[C:10]([C:18]([NH:20][CH2:21][C:22]2[CH:27]=[CH:26][C:25]([F:28])=[C:24]([F:29])[CH:23]=2)=[O:19])=[C:9]1[CH:30]([CH3:32])[CH3:31])[C:2]1[CH:7]=[CH:6][CH:5]=[CH:4][CH:3]=1. The catalyst class is: 3. (4) Reactant: C(OC([NH:11][C@H:12]1[CH2:17][CH2:16][N:15]([C:18]2[S:19][CH:20]=[C:21]([CH2:23][C:24]([O:26][CH2:27][CH3:28])=[O:25])[N:22]=2)[CH2:14][C@H:13]1[O:29][CH3:30])=O)C1C=CC=CC=1.C([O-])=O.[NH4+]. Product: [NH2:11][C@H:12]1[CH2:17][CH2:16][N:15]([C:18]2[S:19][CH:20]=[C:21]([CH2:23][C:24]([O:26][CH2:27][CH3:28])=[O:25])[N:22]=2)[CH2:14][C@H:13]1[O:29][CH3:30]. The catalyst class is: 178. (5) Reactant: C(OC([N:8]1[CH2:13][CH2:12][CH2:11][CH:10]([C:14]2[O:18][N:17]=[C:16]([C:19]3[NH:20][CH:21]=[C:22]([CH3:24])[N:23]=3)[N:15]=2)[CH2:9]1)=O)(C)(C)C.[ClH:25]. Product: [ClH:25].[ClH:25].[CH3:24][C:22]1[N:23]=[C:19]([C:16]2[N:15]=[C:14]([C@H:10]3[CH2:11][CH2:12][CH2:13][NH:8][CH2:9]3)[O:18][N:17]=2)[NH:20][CH:21]=1. The catalyst class is: 4. (6) Reactant: [F:1][C:2]1[C:7](B(O)O)=[CH:6][CH:5]=[C:4]([CH3:11])[N:3]=1.Br[C:13]1[N:18]=[CH:17][C:16]([O:19][CH2:20][CH:21]2[CH2:26][CH2:25][N:24]([C:27]([O:29][C:30]([CH3:33])([CH3:32])[CH3:31])=[O:28])[CH2:23][CH2:22]2)=[CH:15][CH:14]=1.C([O-])([O-])=O.[Na+].[Na+]. Product: [F:1][C:2]1[C:7]([C:13]2[CH:14]=[CH:15][C:16]([O:19][CH2:20][CH:21]3[CH2:22][CH2:23][N:24]([C:27]([O:29][C:30]([CH3:33])([CH3:32])[CH3:31])=[O:28])[CH2:25][CH2:26]3)=[CH:17][N:18]=2)=[CH:6][CH:5]=[C:4]([CH3:11])[N:3]=1. The catalyst class is: 628. (7) Reactant: [Cl:1][C:2]1(NCC)[CH:6]=[CH:5][N:4]([C:7]2[CH:8]=[N:9][CH:10]=[CH:11][CH:12]=2)[NH:3]1.[Cl:16][C:17]1[C:21]([NH:22][C:23](=[O:25])[CH3:24])=[CH:20][N:19]([C:26]2[CH:27]=[N:28][CH:29]=[CH:30][CH:31]=2)[N:18]=1.C(Br)C.[H-].[Na+].CC(C)([O-])C.[Na+].CC(C)([O-])C.[K+].C(OC(CC)(C)C)(CC)(C)C.[Na]. Product: [Cl:1][C:2]1[C:6]([N:22]([CH2:21][CH3:20])[C:23](=[O:25])[CH3:24])=[CH:5][N:4]([C:7]2[CH:8]=[N:9][CH:10]=[CH:11][CH:12]=2)[N:3]=1.[Cl:16][C:17]1[C:21]([NH:22][C:23](=[O:25])[CH3:24])=[CH:20][N:19]([C:26]2[CH:27]=[N:28][CH:29]=[CH:30][CH:31]=2)[N:18]=1. The catalyst class is: 7.